This data is from Full USPTO retrosynthesis dataset with 1.9M reactions from patents (1976-2016). The task is: Predict the reactants needed to synthesize the given product. (1) Given the product [ClH:28].[C:35]([C:32]1[CH:33]=[CH:34][C:29]([C:21]2[C:20]3[C:24](=[CH:25][CH:26]=[C:18]([C:16]([NH:15][CH2:14][CH2:13][S:10]([N:7]4[CH2:6][CH2:5][N:4]([CH3:3])[CH2:9][CH2:8]4)(=[O:11])=[O:12])=[O:17])[CH:19]=3)[NH:23][C:22]=2[OH:27])=[N:30][CH:31]=1)#[N:36], predict the reactants needed to synthesize it. The reactants are: [H-].[Na+].[CH3:3][N:4]1[CH2:9][CH2:8][N:7]([S:10]([CH2:13][CH2:14][NH:15][C:16]([C:18]2[CH:19]=[C:20]3[C:24](=[CH:25][CH:26]=2)[NH:23][C:22](=[O:27])[CH2:21]3)=[O:17])(=[O:12])=[O:11])[CH2:6][CH2:5]1.[Cl:28][C:29]1[CH:34]=[CH:33][C:32]([C:35]#[N:36])=[CH:31][N:30]=1. (2) Given the product [CH:1]1([C:4]2[C:5]([N:13]3[CH2:14][CH2:15][N:16]([C:24]([C:23]4[CH:27]=[CH:28][C:20]([I:19])=[CH:21][CH:22]=4)=[O:25])[CH2:17][CH2:18]3)=[N:6][CH:7]=[C:8]([CH:10]3[CH2:12][CH2:11]3)[CH:9]=2)[CH2:2][CH2:3]1, predict the reactants needed to synthesize it. The reactants are: [CH:1]1([C:4]2[C:5]([N:13]3[CH2:18][CH2:17][NH:16][CH2:15][CH2:14]3)=[N:6][CH:7]=[C:8]([CH:10]3[CH2:12][CH2:11]3)[CH:9]=2)[CH2:3][CH2:2]1.[I:19][C:20]1[CH:28]=[CH:27][C:23]([C:24](Cl)=[O:25])=[CH:22][CH:21]=1. (3) Given the product [CH3:9][S:10][C:11]1[CH:16]=[CH:15][C:14]([O:17][CH2:3][C:4]2[N:5]=[CH:6][S:7][CH:8]=2)=[CH:13][CH:12]=1, predict the reactants needed to synthesize it. The reactants are: Cl.Cl[CH2:3][C:4]1[N:5]=[CH:6][S:7][CH:8]=1.[CH3:9][S:10][C:11]1[CH:16]=[CH:15][C:14]([OH:17])=[CH:13][CH:12]=1.C([O-])([O-])=O.[K+].[K+]. (4) Given the product [NH2:1][C:4]1[CH:9]=[CH:8][C:7]([CH:10]([CH2:15][C:16]([O:18][CH3:19])=[O:17])[C:11]([O:13][CH3:14])=[O:12])=[CH:6][CH:5]=1, predict the reactants needed to synthesize it. The reactants are: [N+:1]([C:4]1[CH:9]=[CH:8][C:7]([CH:10]([CH2:15][C:16]([O:18][CH3:19])=[O:17])[C:11]([O:13][CH3:14])=[O:12])=[CH:6][CH:5]=1)([O-])=O. (5) Given the product [CH3:1][O:2][C:3](=[O:15])[CH2:4][C:5]1[CH:10]=[CH:9][CH:8]=[C:7]([CH2:11][C@@H:12]([NH:14][CH2:38][C@@H:39]([C:48]2[CH:57]=[CH:56][C:55]([O:58][CH2:59][C:60]3[CH:65]=[CH:64][CH:63]=[CH:62][CH:61]=3)=[C:54]3[C:49]=2[CH:50]=[CH:51][C:52](=[O:66])[NH:53]3)[O:40][Si:41]([C:44]([CH3:47])([CH3:46])[CH3:45])([CH3:43])[CH3:42])[CH3:13])[CH:6]=1, predict the reactants needed to synthesize it. The reactants are: [CH3:1][O:2][C:3](=[O:15])[CH2:4][C:5]1[CH:10]=[CH:9][CH:8]=[C:7]([CH2:11][C@@H:12]([NH2:14])[CH3:13])[CH:6]=1.C(N(CC)CC)C.CN1CCCC1=O.C(N[CH2:38][C@@H:39]([C:48]1[CH:57]=[CH:56][C:55]([O:58][CH2:59][C:60]2[CH:65]=[CH:64][CH:63]=[CH:62][CH:61]=2)=[C:54]2[C:49]=1[CH:50]=[CH:51][C:52](=[O:66])[NH:53]2)[O:40][Si:41]([C:44]([CH3:47])([CH3:46])[CH3:45])([CH3:43])[CH3:42])C1C=CC=CC=1. (6) Given the product [CH2:13]=[CH:12][C:11]([O:10][CH2:9][CH2:8][CH2:7][CH2:6][O:5][CH2:1][CH:2]1[O:4][CH2:3]1)=[O:14], predict the reactants needed to synthesize it. The reactants are: [CH2:1]([O:5][CH2:6][CH2:7][CH2:8][CH2:9][OH:10])[CH:2]1[O:4][CH2:3]1.[C:11](OC)(=[O:14])[CH:12]=[CH2:13].